Dataset: Forward reaction prediction with 1.9M reactions from USPTO patents (1976-2016). Task: Predict the product of the given reaction. (1) Given the reactants Cl[C:2]1[N:23]=[CH:22][CH:21]=[CH:20][C:3]=1[C:4]([NH:6][CH2:7][C:8]1[S:9][C:10]([O:13][C:14]2[CH:19]=[CH:18][CH:17]=[CH:16][CH:15]=2)=[CH:11][CH:12]=1)=[O:5].[NH2:24][CH2:25][CH:26]1[CH2:28][CH2:27]1.FC(F)(F)C(O)=O, predict the reaction product. The product is: [CH:26]1([CH2:25][NH:24][C:2]2[N:23]=[CH:22][CH:21]=[CH:20][C:3]=2[C:4]([NH:6][CH2:7][C:8]2[S:9][C:10]([O:13][C:14]3[CH:19]=[CH:18][CH:17]=[CH:16][CH:15]=3)=[CH:11][CH:12]=2)=[O:5])[CH2:28][CH2:27]1. (2) The product is: [Cl:1][C:2]1[CH:3]=[C:4]([C:10]([N:12]2[C:17]3[CH:18]=[CH:19][CH:20]=[CH:21][C:16]=3[O:15][CH2:14][CH2:13]2)=[O:11])[CH:5]=[CH:6][C:7]=1[OH:8]. Given the reactants [Cl:1][C:2]1[CH:3]=[C:4]([C:10]([N:12]2[C:17]3[CH:18]=[CH:19][CH:20]=[CH:21][C:16]=3[O:15][CH2:14][CH2:13]2)=[O:11])[CH:5]=[CH:6][C:7]=1[O:8]C.B(Br)(Br)Br.O.C(OCC)(=O)C, predict the reaction product. (3) Given the reactants O1CCCCC1[O:7][CH2:8][C:9]1[CH:23]=[CH:22][C:12]([C:13]([CH2:15][C:16](=[O:21])[C:17]([O:19]C)=O)=[O:14])=[CH:11][CH:10]=1.[O:24]1[CH:28]=[CH:27][C:26]([C:29]2[CH:35]=[CH:34][C:32]([NH2:33])=[CH:31][CH:30]=2)=[N:25]1.[CH:36]1([CH:42]=O)[CH2:41][CH2:40][CH2:39][CH2:38][CH2:37]1.C1(C)C=CC(S([O-])(=O)=O)=CC=1.[NH+]1C=CC=CC=1, predict the reaction product. The product is: [CH:36]1([CH:42]2[N:33]([C:32]3[CH:34]=[CH:35][C:29]([C:26]4[CH:27]=[CH:28][O:24][N:25]=4)=[CH:30][CH:31]=3)[C:17](=[O:19])[C:16]([OH:21])=[C:15]2[C:13](=[O:14])[C:12]2[CH:11]=[CH:10][C:9]([CH2:8][OH:7])=[CH:23][CH:22]=2)[CH2:41][CH2:40][CH2:39][CH2:38][CH2:37]1. (4) Given the reactants [NH2:1][CH2:2][C@H:3]1[N:8]([C:9]([C:11]2[N:12]=[C:13]([CH3:23])[S:14][C:15]=2[C:16]2[CH:17]=[C:18]([CH3:22])[CH:19]=[CH:20][CH:21]=2)=[O:10])[CH2:7][C@H:6]2[C@@H:4]1[CH2:5]2.[O:24]1[C:28]2=[CH:29][CH:30]=[CH:31][C:32]([C:33](O)=[O:34])=[C:27]2[CH2:26][CH2:25]1, predict the reaction product. The product is: [CH3:23][C:13]1[S:14][C:15]([C:16]2[CH:17]=[C:18]([CH3:22])[CH:19]=[CH:20][CH:21]=2)=[C:11]([C:9]([N:8]2[CH2:7][C@H:6]3[C@H:4]([CH2:5]3)[C@H:3]2[CH2:2][NH:1][C:33]([C:32]2[CH:31]=[CH:30][CH:29]=[C:28]3[O:24][CH2:25][CH2:26][C:27]=23)=[O:34])=[O:10])[N:12]=1. (5) Given the reactants [C:1]([C:4]1[CH:12]=[CH:11][C:7]([C:8]([OH:10])=[O:9])=[CH:6][CH:5]=1)(=[O:3])[NH2:2].Br[CH2:14][CH:15](OCC)OCC, predict the reaction product. The product is: [O:3]1[CH:15]=[CH:14][N:2]=[C:1]1[C:4]1[CH:12]=[CH:11][C:7]([C:8]([OH:10])=[O:9])=[CH:6][CH:5]=1. (6) Given the reactants [C:1]([O:5][C:6]([C:8]1([CH:11]2[CH2:16][CH2:15][NH:14][CH2:13][CH2:12]2)[CH2:10][CH2:9]1)=[O:7])([CH3:4])([CH3:3])[CH3:2].C(N(CC)CC)C.[C:24](Cl)(=[O:26])[CH3:25], predict the reaction product. The product is: [C:1]([O:5][C:6]([C:8]1([CH:11]2[CH2:16][CH2:15][N:14]([C:24](=[O:26])[CH3:25])[CH2:13][CH2:12]2)[CH2:9][CH2:10]1)=[O:7])([CH3:4])([CH3:2])[CH3:3]. (7) The product is: [Br:1][C:2]1[CH:3]=[CH:4][C:5]([C:6]([N:47]2[CH2:48][CH2:49][C:44]([OH:50])([CH3:43])[CH2:45][CH2:46]2)=[O:8])=[CH:9][CH:10]=1. Given the reactants [Br:1][C:2]1[CH:10]=[CH:9][C:5]([C:6]([OH:8])=O)=[CH:4][CH:3]=1.CN(C(ON1N=NC2C=CC=NC1=2)=[N+](C)C)C.F[P-](F)(F)(F)(F)F.CN1CCOCC1.Cl.[CH3:43][C:44]1([OH:50])[CH2:49][CH2:48][NH:47][CH2:46][CH2:45]1, predict the reaction product. (8) Given the reactants [CH3:1][C:2]1[CH:7]=[C:6]([C:8]2[CH:9]=[CH:10][C:11]3[N:17]4[CH2:18][C@H:14]([CH2:15][CH2:16]4)[NH:13][C:12]=3[N:19]=2)[CH:5]=[CH:4][N:3]=1.ClC(Cl)(O[C:24](=[O:30])OC(Cl)(Cl)Cl)Cl.C(N(CC)CC)C.[CH3:39][CH:40]1[CH2:44][CH2:43][NH:42][CH2:41]1, predict the reaction product. The product is: [CH3:1][C:2]1[CH:7]=[C:6]([C:8]2[CH:9]=[CH:10][C:11]3[N:17]4[CH2:18][C@H:14]([CH2:15][CH2:16]4)[N:13]([C:24]([N:42]4[CH2:43][CH2:44][CH:40]([CH3:39])[CH2:41]4)=[O:30])[C:12]=3[N:19]=2)[CH:5]=[CH:4][N:3]=1. (9) The product is: [CH3:11][C:12]1[CH:18]=[CH:17][C:15]([NH:16][C:7](=[NH:8])[C:6]2[CH:9]=[CH:10][C:3]([S:2][CH3:1])=[CH:4][CH:5]=2)=[CH:14][CH:13]=1. Given the reactants [CH3:1][S:2][C:3]1[CH:10]=[CH:9][C:6]([C:7]#[N:8])=[CH:5][CH:4]=1.[CH3:11][C:12]1[CH:18]=[CH:17][C:15]([NH2:16])=[CH:14][CH:13]=1, predict the reaction product.